Dataset: Reaction yield outcomes from USPTO patents with 853,638 reactions. Task: Predict the reaction yield, written as a fraction of the theoretical maximum amount of product (1.0 means a 100% yield; for example, 0.34 means a 34% yield). (1) The reactants are [Cl:1][C:2]1[CH:3]=[C:4]([CH:19]=[CH:20][C:21]=1[F:22])[NH:5][C:6]1[C:15]2[C:10](=[CH:11][C:12]([O:17][CH3:18])=[CH:13][C:14]=2[OH:16])[N:9]=[CH:8][N:7]=1.C1(P(C2C=CC=CC=2)C2C=CC=CC=2)C=CC=CC=1.O[CH:43]1[CH2:47][CH2:46][S:45][CH2:44]1.N(C(OC(C)(C)C)=O)=NC(OC(C)(C)C)=O. The catalyst is C(Cl)Cl. The product is [Cl:1][C:2]1[CH:3]=[C:4]([CH:19]=[CH:20][C:21]=1[F:22])[NH:5][C:6]1[C:15]2[C:10](=[CH:11][C:12]([O:17][CH3:18])=[CH:13][C:14]=2[O:16][CH:43]2[CH2:47][CH2:46][S:45][CH2:44]2)[N:9]=[CH:8][N:7]=1. The yield is 0.100. (2) The reactants are [O:1]1[CH:3]([C:4]([F:7])([F:6])[F:5])[CH2:2]1.Cl.[CH3:9][N:10]1[CH:14]=[C:13]([C:15]2[CH:16]=[C:17]([C:21]3[N:26]=[CH:25][C:24]([C:27]4[CH:28]=[N:29][N:30]([CH:32]5[CH2:37][CH2:36][NH:35][CH2:34][CH2:33]5)[CH:31]=4)=[CH:23][N:22]=3)[CH:18]=[CH:19][CH:20]=2)[CH:12]=[N:11]1.CCN(C(C)C)C(C)C. The catalyst is CN(C=O)C.O. The product is [F:5][C:4]([F:7])([F:6])[CH:3]([OH:1])[CH2:2][N:35]1[CH2:34][CH2:33][CH:32]([N:30]2[CH:31]=[C:27]([C:24]3[CH:25]=[N:26][C:21]([C:17]4[CH:18]=[CH:19][CH:20]=[C:15]([C:13]5[CH:12]=[N:11][N:10]([CH3:9])[CH:14]=5)[CH:16]=4)=[N:22][CH:23]=3)[CH:28]=[N:29]2)[CH2:37][CH2:36]1. The yield is 0.360. (3) The reactants are C(=O)([O-])[O-].[Cs+].[Cs+].[NH2:7][C:8]1[CH:9]=[CH:10][C:11]([F:15])=[C:12]([OH:14])[CH:13]=1.Cl[C:17]1[C:26]2[C:21](=[CH:22][C:23]([O:29][CH3:30])=[C:24]([O:27][CH3:28])[CH:25]=2)[N:20]=[CH:19][N:18]=1. The catalyst is C1COCC1.CN(C=O)C.C(OCC)(=O)C. The yield is 0.670. The product is [CH3:28][O:27][C:24]1[CH:25]=[C:26]2[C:21](=[CH:22][C:23]=1[O:29][CH3:30])[N:20]=[CH:19][N:18]=[C:17]2[O:14][C:12]1[CH:13]=[C:8]([CH:9]=[CH:10][C:11]=1[F:15])[NH2:7]. (4) The reactants are Br[C:2]1[CH:7]=[CH:6][C:5](Br)=[CH:4][CH:3]=1.[CH3:9][O:10][C:11]1[CH:12]=[C:13](B(O)O)[CH:14]=[CH:15][CH:16]=1.[CH3:20][CH2:21][CH2:22][CH2:23][CH2:24][CH3:25].[C:26](OCC)(=[O:28])C. No catalyst specified. The product is [CH3:26][O:28][C:3]1[CH:4]=[C:5]([C:22]2[CH:21]=[CH:20][C:25]([C:13]3[CH:14]=[CH:15][CH:16]=[C:11]([O:10][CH3:9])[CH:12]=3)=[CH:24][CH:23]=2)[CH:6]=[CH:7][CH:2]=1. The yield is 0.140. (5) The reactants are C([O:8][C:9]1[CH:18]=[C:17]2[C:12]([C:13]([O:19][C:20]3[C:21]([C:28]4[CH:29]=[N:30][CH:31]=[CH:32][CH:33]=4)=[N:22][C:23]([CH3:27])=[C:24]([CH3:26])[CH:25]=3)=[CH:14][CH:15]=[N:16]2)=[CH:11][C:10]=1[O:34][CH3:35])C1C=CC=CC=1.CS(O)(=O)=O. The catalyst is FC(F)(F)C(O)=O. The product is [CH3:26][C:24]1[CH:25]=[C:20]([O:19][C:13]2[C:12]3[C:17](=[CH:18][C:9]([OH:8])=[C:10]([O:34][CH3:35])[CH:11]=3)[N:16]=[CH:15][CH:14]=2)[C:21]([C:28]2[CH:29]=[N:30][CH:31]=[CH:32][CH:33]=2)=[N:22][C:23]=1[CH3:27]. The yield is 1.00. (6) The reactants are [NH2:1][C:2]1[CH:7]=[CH:6][C:5]([C@@H:8]2[O:13][CH2:12][CH2:11][N:10]([C:14]([O:16][C:17]([CH3:20])([CH3:19])[CH3:18])=[O:15])[CH2:9]2)=[CH:4][CH:3]=1.[Cl:21]N1C(=O)CCC1=O.C(OCC)(=O)C. The catalyst is CN(C)C=O. The product is [NH2:1][C:2]1[CH:7]=[CH:6][C:5]([C@@H:8]2[O:13][CH2:12][CH2:11][N:10]([C:14]([O:16][C:17]([CH3:20])([CH3:19])[CH3:18])=[O:15])[CH2:9]2)=[CH:4][C:3]=1[Cl:21]. The yield is 0.710. (7) The reactants are [OH-:1].[Na+].BrBr.[CH:5]1[C:16]2=[C:17]3[CH:12]([CH2:13][CH2:14][CH2:15]2)[CH2:11][CH2:10][CH2:9][C:8]3=[CH:7][C:6]=1[C:18](=[O:20])C.S([O-])([O-])=O.[Na+].[Na+].Cl. The catalyst is O1CCOCC1.O. The product is [CH:5]1[C:16]2=[C:17]3[CH:12]([CH2:13][CH2:14][CH2:15]2)[CH2:11][CH2:10][CH2:9][C:8]3=[CH:7][C:6]=1[C:18]([OH:20])=[O:1]. The yield is 0.880. (8) The reactants are [OH2:1].I([O-])(=O)(=O)=O.[Na+].[F:8][C:9]1[C:14]([C:15]2[CH:20]=[CH:19][C:18]([CH2:21][S:22][CH3:23])=[CH:17][CH:16]=2)=[CH:13][C:12]([C:24]2[N:25]=[C:26]([CH:36]([CH3:38])[CH3:37])[NH:27][C:28]=2[C:29]2[CH:34]=[CH:33][CH:32]=[C:31]([CH3:35])[N:30]=2)=[CH:11][CH:10]=1. The catalyst is CO. The product is [F:8][C:9]1[C:14]([C:15]2[CH:16]=[CH:17][C:18]([CH2:21][S:22]([CH3:23])=[O:1])=[CH:19][CH:20]=2)=[CH:13][C:12]([C:24]2[N:25]=[C:26]([CH:36]([CH3:38])[CH3:37])[NH:27][C:28]=2[C:29]2[CH:34]=[CH:33][CH:32]=[C:31]([CH3:35])[N:30]=2)=[CH:11][CH:10]=1. The yield is 0.610. (9) The reactants are [CH3:1][C:2]1[N:3]([S:9]([C:12]2[CH:13]=[N:14][CH:15]=[CH:16][CH:17]=2)(=[O:11])=[O:10])[CH:4]=[CH:5][C:6]=1[CH:7]=[O:8].[Br:18]N1C(=O)CCC1=O.O. The catalyst is CN(C)C=O. The product is [Br:18][C:4]1[N:3]([S:9]([C:12]2[CH:13]=[N:14][CH:15]=[CH:16][CH:17]=2)(=[O:10])=[O:11])[C:2]([CH3:1])=[C:6]([CH:7]=[O:8])[CH:5]=1. The yield is 0.530. (10) The reactants are [CH3:1][C:2]1[CH:6]=[CH:5][S:4][C:3]=1[C:7]([OH:9])=[O:8].S(=O)(=O)(O)O.[CH3:15]O. No catalyst specified. The product is [CH3:1][C:2]1[CH:6]=[CH:5][S:4][C:3]=1[C:7]([O:9][CH3:15])=[O:8]. The yield is 0.970.